Task: Binary Classification. Given a miRNA mature sequence and a target amino acid sequence, predict their likelihood of interaction.. Dataset: Experimentally validated miRNA-target interactions with 360,000+ pairs, plus equal number of negative samples The miRNA is hsa-miR-7112-5p with sequence ACGGGCAGGGCAGUGCACCCUG. The protein sequence of the target gene is MAEKRPLRTLGPVMYGKLPRLETDSGLEHSLPHSVGNQDPCTYKGSYFSCPMAGTPKAESEQLASWTPYPPLYSTGMAGPPLQADNLLTNCLFYRSPAEGPEKMQDSSPVELLPFSPQAHSYPGPPLAAPKPVYRNPLCYGLSTCLGEGAVKRPLDVDWTLATGPLLPSADPPCSLAPAPSKGQTLDGTFLRGVPAEGSSKDSSGSFSPCQPFLEKYQTIHSTGFLASRYTGPYPRNSKQAMSEGPSSPWTQLAQPLGPPCQDTGPTHYPPPHHPPPHPPQALPCPPACRHPEKQGSYSP.... Result: 0 (no interaction).